Dataset: HIV replication inhibition screening data with 41,000+ compounds from the AIDS Antiviral Screen. Task: Binary Classification. Given a drug SMILES string, predict its activity (active/inactive) in a high-throughput screening assay against a specified biological target. (1) The drug is O=c1[nH]c(=O)n(C2OC(CO)C(O)C2O)cc1OCc1ccccc1. The result is 0 (inactive). (2) The compound is CCCCCCCCCCCCCCCC=C(c1cc(Cl)c(O)c(C(=O)O)c1)c1cc(Cl)c(O)c(C(=O)O)c1.N. The result is 1 (active). (3) The drug is O=C1NC(C2CCC(Cl)CN2)C(=O)NC1C1CCC(Cl)CN1. The result is 0 (inactive). (4) The molecule is CC1C(c2ccc(Cl)cc2)c2cc3c(cc2OC1N1CCOCC1)OCO3. The result is 0 (inactive). (5) The drug is Nc1nc(Cl)cc(NCC2(CO)CC(O)C2)n1. The result is 0 (inactive).